This data is from Full USPTO retrosynthesis dataset with 1.9M reactions from patents (1976-2016). The task is: Predict the reactants needed to synthesize the given product. Given the product [Br:8][C:9]1[C:10]([CH3:16])=[N:11][C:12]([N:2]2[CH2:6][CH2:5][C@@H:4]([OH:7])[CH2:3]2)=[N:13][CH:14]=1, predict the reactants needed to synthesize it. The reactants are: Cl.[NH:2]1[CH2:6][CH2:5][C@@H:4]([OH:7])[CH2:3]1.[Br:8][C:9]1[C:10]([CH3:16])=[N:11][C:12](Cl)=[N:13][CH:14]=1.CCN(C(C)C)C(C)C.